This data is from Forward reaction prediction with 1.9M reactions from USPTO patents (1976-2016). The task is: Predict the product of the given reaction. (1) Given the reactants [C:1]1([C:7]2[CH:8]=[C:9]([C:16]([O:18]/[N:19]=[C:20](/[C:22]3[CH:39]=[CH:38][C:25]([CH2:26][N:27]4[CH2:30][CH:29]([C:31]([O:33][C:34]([CH3:37])([CH3:36])[CH3:35])=[O:32])[CH2:28]4)=[CH:24][CH:23]=3)\[NH2:21])=O)[S:10][C:11]=2[C:12]([F:15])([F:14])[F:13])[CH:6]=[CH:5][CH:4]=[CH:3][CH:2]=1.CCCC[N+](CCCC)(CCCC)CCCC.[F-].O1CCCC1, predict the reaction product. The product is: [C:1]1([C:7]2[CH:8]=[C:9]([C:16]3[O:18][N:19]=[C:20]([C:22]4[CH:39]=[CH:38][C:25]([CH2:26][N:27]5[CH2:28][CH:29]([C:31]([O:33][C:34]([CH3:35])([CH3:37])[CH3:36])=[O:32])[CH2:30]5)=[CH:24][CH:23]=4)[N:21]=3)[S:10][C:11]=2[C:12]([F:13])([F:15])[F:14])[CH:6]=[CH:5][CH:4]=[CH:3][CH:2]=1. (2) Given the reactants C(Cl)(=O)C.[CH2:5]([N:8]1[C@@H:13]2[C@H:14]([C:16]([O:18][C:19](C)(C)C)=[O:17])[CH2:15][C@@:9]1([C:39]1[CH:44]=[CH:43][CH:42]=[CH:41][CH:40]=1)[C@H:10]([O:23][CH2:24][C:25]1[CH:30]=[C:29]([C:31]([F:34])([F:33])[F:32])[CH:28]=[C:27]([C:35]([F:38])([F:37])[F:36])[CH:26]=1)[CH2:11][CH2:12]2)[CH:6]=[CH2:7], predict the reaction product. The product is: [CH2:5]([N:8]1[C@@H:13]2[C@H:14]([C:16]([O:18][CH3:19])=[O:17])[CH2:15][C@@:9]1([C:39]1[CH:44]=[CH:43][CH:42]=[CH:41][CH:40]=1)[C@H:10]([O:23][CH2:24][C:25]1[CH:30]=[C:29]([C:31]([F:34])([F:33])[F:32])[CH:28]=[C:27]([C:35]([F:36])([F:37])[F:38])[CH:26]=1)[CH2:11][CH2:12]2)[CH:6]=[CH2:7].